This data is from Reaction yield outcomes from USPTO patents with 853,638 reactions. The task is: Predict the reaction yield, written as a fraction of the theoretical maximum amount of product (1.0 means a 100% yield; for example, 0.34 means a 34% yield). (1) The reactants are [OH:1][C:2]1[CH:7]=[CH:6][C:5]([CH2:8][C:9](=[O:11])[CH3:10])=[CH:4][CH:3]=1.[Br:12][CH2:13][CH2:14][CH2:15]Br.C(=O)([O-])[O-].[K+].[K+].[I-].[K+]. The catalyst is CN(C)C=O.O. The product is [Br:12][CH2:13][CH2:14][CH2:15][O:1][C:2]1[CH:3]=[CH:4][C:5]([CH2:8][C:9]([CH3:10])=[O:11])=[CH:6][CH:7]=1. The yield is 0.540. (2) The reactants are [Cl:1][C:2]1[N:10]=[C:9]2[C:5]([N:6]=[CH:7][NH:8]2)=[C:4]([Cl:11])[N:3]=1.[O:12]1[CH:17]=[CH:16][CH2:15][CH2:14][CH2:13]1.O.C1(C)C=CC(S(O)(=O)=O)=CC=1. The catalyst is C1COCC1. The product is [Cl:1][C:2]1[N:10]=[C:9]2[C:5]([N:6]=[CH:7][N:8]2[CH:13]2[CH2:14][CH2:15][CH2:16][CH2:17][O:12]2)=[C:4]([Cl:11])[N:3]=1. The yield is 0.750.